Dataset: Catalyst prediction with 721,799 reactions and 888 catalyst types from USPTO. Task: Predict which catalyst facilitates the given reaction. (1) Reactant: [C:1]([C:3]1[C:12]2[C:7](=[CH:8][CH:9]=[C:10]([O:13][C:14]3[CH:19]=[CH:18][CH:17]=[CH:16][CH:15]=3)[CH:11]=2)[C:6]([OH:20])=[C:5]([C:21](OC)=[O:22])[N:4]=1)#[N:2].[C:25]([O:29][C:30](=[O:37])[C:31]([CH2:35][NH2:36])([CH3:34])[CH2:32][CH3:33])([CH3:28])([CH3:27])[CH3:26]. The catalyst class is: 5. Product: [C:25]([O:29][C:30](=[O:37])[C:31]([CH2:35][NH:36][C:21]([C:5]1[N:4]=[C:3]([C:1]#[N:2])[C:12]2[C:7]([C:6]=1[OH:20])=[CH:8][CH:9]=[C:10]([O:13][C:14]1[CH:15]=[CH:16][CH:17]=[CH:18][CH:19]=1)[CH:11]=2)=[O:22])([CH3:34])[CH2:32][CH3:33])([CH3:26])([CH3:27])[CH3:28]. (2) Reactant: [NH2:1][C:2]1[N:7]2[N:8]=[CH:9][N:10]=[C:6]2[N:5]=[C:4]([CH3:11])[C:3]=1[C:12]#[C:13][CH:14]([CH:16]1[CH2:20][CH2:19][CH2:18][CH2:17]1)[OH:15].[H-].[Na+].Br[CH2:24][C:25]([O:27]C(C)(C)C)=[O:26]. Product: [NH2:1][C:2]1[N:7]2[N:8]=[CH:9][N:10]=[C:6]2[N:5]=[C:4]([CH3:11])[C:3]=1[C:12]#[C:13][CH:14]([O:15][CH2:24][C:25]([OH:27])=[O:26])[CH:16]1[CH2:20][CH2:19][CH2:18][CH2:17]1. The catalyst class is: 9.